The task is: Predict the reactants needed to synthesize the given product.. This data is from Full USPTO retrosynthesis dataset with 1.9M reactions from patents (1976-2016). (1) Given the product [S:12]1[CH:13]=[CH:14][N:15]=[C:11]1[C:2]1[CH:3]2[CH2:9][CH2:8][CH:6]([CH:7]=1)[C:5](=[O:10])[CH2:4]2, predict the reactants needed to synthesize it. The reactants are: O[C:2]1([C:11]2[S:12][CH:13]=[CH:14][N:15]=2)[CH2:7][CH:6]2[CH2:8][CH2:9][CH:3]1[CH2:4][C:5]2=[O:10]. (2) Given the product [C:17]([O:20][C@@H:21]([C:23]1[N:24]=[C:25]([N:12]2[CH2:11][CH2:10][C:9]3[C:14](=[CH:15][CH:16]=[C:7]([C:4]4[CH:5]=[CH:6][S:2][CH:3]=4)[CH:8]=3)[CH2:13]2)[CH:26]=[CH:27][N:28]=1)[CH3:22])(=[O:19])[CH3:18], predict the reactants needed to synthesize it. The reactants are: Cl.[S:2]1[CH:6]=[CH:5][C:4]([C:7]2[CH:8]=[C:9]3[C:14](=[CH:15][CH:16]=2)[CH2:13][NH:12][CH2:11][CH2:10]3)=[CH:3]1.[C:17]([O:20][C@@H:21]([C:23]1[N:28]=[C:27](Cl)[CH:26]=[CH:25][N:24]=1)[CH3:22])(=[O:19])[CH3:18].C(N(CC)CC)C. (3) Given the product [CH2:7]([N:14]1[C:18]([CH3:19])([CH3:20])[CH2:17][O:16][S:15]1(=[O:24])=[O:21])[C:8]1[CH:13]=[CH:12][CH:11]=[CH:10][CH:9]=1, predict the reactants needed to synthesize it. The reactants are: I([O-])(=O)(=O)=O.[Na+].[CH2:7]([N:14]1[C:18]([CH3:20])([CH3:19])[CH2:17][O:16][S:15]1=[O:21])[C:8]1[CH:13]=[CH:12][CH:11]=[CH:10][CH:9]=1.C([O:24]CC)C. (4) Given the product [CH3:9][O:8][CH:3]([O:2][CH3:1])[C:4]1[C@H:12]2[CH2:11][O:10][CH2:14][C@H:13]2[O:7][N:5]=1, predict the reactants needed to synthesize it. The reactants are: [CH3:1][O:2][CH:3]([O:8][CH3:9])[CH2:4][N+:5]([O-:7])=O.[O:10]1[CH2:14][CH:13]=[CH:12][CH2:11]1. (5) Given the product [Br:31][C:32]1[CH:37]=[CH:36][C:35]([O:19][CH2:18][CH2:17][CH2:16][CH2:15][C:14]([F:30])([F:13])[C:20]([F:28])([F:29])[C:21]([F:26])([F:27])[C:22]([F:23])([F:24])[F:25])=[CH:34][CH:33]=1, predict the reactants needed to synthesize it. The reactants are: N(C(OCC)=O)=NC(OCC)=O.[F:13][C:14]([F:30])([C:20]([F:29])([F:28])[C:21]([F:27])([F:26])[C:22]([F:25])([F:24])[F:23])[CH2:15][CH2:16][CH2:17][CH2:18][OH:19].[Br:31][C:32]1[CH:37]=[CH:36][C:35](O)=[CH:34][CH:33]=1.C1(P(C2C=CC=CC=2)C2C=CC=CC=2)C=CC=CC=1. (6) Given the product [N:9]1([S:6]([CH2:5][C:15]([C:16]2[CH:17]=[CH:18][CH:19]=[CH:20][CH:21]=2)=[O:23])(=[O:8])=[O:7])[CH2:12][CH2:11][CH2:10]1, predict the reactants needed to synthesize it. The reactants are: N1([CH2:5][S:6]([NH2:9])(=[O:8])=[O:7])CCC1.[CH2:10]([Li])[CH2:11][CH2:12]C.[C:15]([O:23]C)(=O)[C:16]1[CH:21]=[CH:20][CH:19]=[CH:18][CH:17]=1.C(=O)=O. (7) Given the product [CH2:1]([O:4][N:5]([C@H:18]1[CH2:23][NH:22][C@H:21]([C:31]([NH2:32])=[O:33])[CH:20]=[C:19]1[CH3:34])[S:6]([C:9]1[CH:14]=[CH:13][CH:12]=[CH:11][C:10]=1[N+:15]([O-:17])=[O:16])(=[O:8])=[O:7])[CH:2]=[CH2:3], predict the reactants needed to synthesize it. The reactants are: [CH2:1]([O:4][N:5]([C@H:18]1[CH2:23][N:22](C(OC(C)(C)C)=O)[C@H:21]([C:31](=[O:33])[NH2:32])[CH:20]=[C:19]1[CH3:34])[S:6]([C:9]1[CH:14]=[CH:13][CH:12]=[CH:11][C:10]=1[N+:15]([O-:17])=[O:16])(=[O:8])=[O:7])[CH:2]=[CH2:3]. (8) Given the product [CH:57]1([CH2:56][NH:52][C:9]([C:7]2[C:6]([NH:12][C:13]([C:15]3[C:24]4[C:19](=[CH:20][CH:21]=[CH:22][CH:23]=4)[C:18]([CH2:25][N:26]4[CH:30]=[CH:29][N:28]=[N:27]4)=[CH:17][CH:16]=3)=[O:14])=[N:5][C:4]([NH:31][CH2:32][CH:33]3[CH2:34][CH2:35][O:36][CH2:37][CH2:38]3)=[C:3]([O:2][CH3:1])[N:8]=2)=[O:10])[CH2:61][CH2:58][CH2:59]1, predict the reactants needed to synthesize it. The reactants are: [CH3:1][O:2][C:3]1[N:8]=[C:7]([C:9](O)=[O:10])[C:6]([NH:12][C:13]([C:15]2[C:24]3[C:19](=[CH:20][CH:21]=[CH:22][CH:23]=3)[C:18]([CH2:25][N:26]3[CH:30]=[CH:29][N:28]=[N:27]3)=[CH:17][CH:16]=2)=[O:14])=[N:5][C:4]=1[NH:31][CH2:32][CH:33]1[CH2:38][CH2:37][O:36][CH2:35][CH2:34]1.C(Cl)(=O)C(Cl)=O.C(Cl)(Cl)=O.C([N:52]([CH2:56][CH3:57])C(C)C)(C)C.[CH:58]1(NC)[CH2:61]C[CH2:59]1. (9) Given the product [CH3:21][C:22]1([CH3:38])[C:26]([CH3:28])([CH3:27])[O:25][B:24]([C:2]2[CH:20]=[CH:19][C:5]3[N:6]=[C:7]([C:9]4[CH:14]=[CH:13][C:12]([C:15]([F:18])([F:17])[F:16])=[CH:11][CH:10]=4)[O:8][C:4]=3[CH:3]=2)[O:23]1, predict the reactants needed to synthesize it. The reactants are: Br[C:2]1[CH:20]=[CH:19][C:5]2[N:6]=[C:7]([C:9]3[CH:14]=[CH:13][C:12]([C:15]([F:18])([F:17])[F:16])=[CH:11][CH:10]=3)[O:8][C:4]=2[CH:3]=1.[CH3:21][C:22]1([CH3:38])[C:26]([CH3:28])([CH3:27])[O:25][B:24]([B:24]2[O:25][C:26]([CH3:28])([CH3:27])[C:22]([CH3:38])([CH3:21])[O:23]2)[O:23]1.C([O-])(=O)C.[K+].C(Cl)Cl. (10) Given the product [C:1]1([CH:8]=[CH:7][CH:6]=[C:4]([OH:5])[C:3]=1[CH:9]=[O:10])[OH:2], predict the reactants needed to synthesize it. The reactants are: [C:1]1([CH:8]=[CH:7][CH:6]=[C:4]([OH:5])[CH:3]=1)[OH:2].[CH2:9]=[O:10].[OH-].[Na+].